Dataset: Reaction yield outcomes from USPTO patents with 853,638 reactions. Task: Predict the reaction yield, written as a fraction of the theoretical maximum amount of product (1.0 means a 100% yield; for example, 0.34 means a 34% yield). (1) The reactants are [C:1](=[O:21])(OC1C=CC([N+]([O-])=O)=CC=1)[O:2][CH2:3][C:4]1[C:5]([CH3:10])=[N:6][CH:7]=[CH:8][CH:9]=1.CCN(C(C)C)C(C)C.[NH:31]1[CH2:36][CH2:35][O:34][CH2:33][CH2:32]1. The catalyst is CN(C=O)C.CN(C1C=CN=CC=1)C.CCOC(C)=O. The product is [N:31]1([C:1]([O:2][CH2:3][C:4]2[C:5]([CH3:10])=[N:6][CH:7]=[CH:8][CH:9]=2)=[O:21])[CH2:36][CH2:35][O:34][CH2:33][CH2:32]1. The yield is 0.580. (2) The reactants are Cl[C:2]1[N:7]=[C:6]([NH:8][CH:9]2[CH2:14][CH2:13][CH2:12][CH2:11][CH2:10]2)[C:5]([N+:15]([O-:17])=[O:16])=[CH:4][N:3]=1.[Br:18][C:19]1[CH:20]=[C:21]([NH2:27])[C:22]([O:25][CH3:26])=[N:23][CH:24]=1.C(N(CC)C(C)C)(C)C. The catalyst is O1CCCC1. The product is [Br:18][C:19]1[CH:20]=[C:21]([NH:27][C:2]2[N:7]=[C:6]([NH:8][CH:9]3[CH2:14][CH2:13][CH2:12][CH2:11][CH2:10]3)[C:5]([N+:15]([O-:17])=[O:16])=[CH:4][N:3]=2)[C:22]([O:25][CH3:26])=[N:23][CH:24]=1. The yield is 0.530.